From a dataset of Peptide-MHC class I binding affinity with 185,985 pairs from IEDB/IMGT. Regression. Given a peptide amino acid sequence and an MHC pseudo amino acid sequence, predict their binding affinity value. This is MHC class I binding data. (1) The peptide sequence is LLSGAGEHL. The MHC is HLA-A02:02 with pseudo-sequence HLA-A02:02. The binding affinity (normalized) is 0.839. (2) The peptide sequence is KQISNELNYI. The MHC is HLA-A02:06 with pseudo-sequence HLA-A02:06. The binding affinity (normalized) is 0.754. (3) The peptide sequence is IALSVLAVL. The MHC is HLA-A02:01 with pseudo-sequence HLA-A02:01. The binding affinity (normalized) is 0.301. (4) The peptide sequence is DEIGEDVA. The MHC is HLA-B44:02 with pseudo-sequence HLA-B44:02. The binding affinity (normalized) is 0.